From a dataset of Forward reaction prediction with 1.9M reactions from USPTO patents (1976-2016). Predict the product of the given reaction. (1) Given the reactants [Cl:1][C:2]1[N:7]=[C:6]([O:8][CH2:9][C:10]2[CH:11]=[CH:12][C:13]([O:18][C:19]3[CH:24]=[CH:23][CH:22]=[C:21]([C:25]([F:28])([F:27])[F:26])[CH:20]=3)=[C:14]([CH:17]=2)[C:15]#[N:16])[CH:5]=[C:4](Cl)[N:3]=1.CCN(C(C)C)C(C)C.Br.[Br:40][CH2:41][CH2:42][CH2:43][NH2:44], predict the reaction product. The product is: [Br:40][CH2:41][CH2:42][CH2:43][NH:44][C:4]1[N:3]=[C:2]([Cl:1])[N:7]=[C:6]([O:8][CH2:9][C:10]2[CH:11]=[CH:12][C:13]([O:18][C:19]3[CH:24]=[CH:23][CH:22]=[C:21]([C:25]([F:28])([F:26])[F:27])[CH:20]=3)=[C:14]([CH:17]=2)[C:15]#[N:16])[CH:5]=1. (2) Given the reactants FC(F)(F)C(O)=O.C(OC([NH:15][C:16]1[CH:21]=[CH:20][C:19]([CH:22]2[CH2:26][N:25](C(OC(C)(C)C)=O)[CH:24]([C:34](=[O:37])[NH:35][CH3:36])[CH2:23]2)=[CH:18][C:17]=1[O:38][CH3:39])=O)(C)(C)C, predict the reaction product. The product is: [NH2:15][C:16]1[CH:21]=[CH:20][C:19]([CH:22]2[CH2:26][NH:25][CH:24]([C:34]([NH:35][CH3:36])=[O:37])[CH2:23]2)=[CH:18][C:17]=1[O:38][CH3:39]. (3) Given the reactants [H-].[Al+3].[Li+].[H-].[H-].[H-].C1COCC1.[Cl-].[Cl-].[Cl-].[Al+3].[CH2:16]([C:18]12[CH2:33][CH2:32][C:31](=O)[C:30]([CH3:35])=[C:29]1[C:28]1[CH:27]=[CH:26][C:25]3[NH:24][N:23]=[CH:22][C:21]=3[C:20]=1[CH2:19]2)[CH3:17], predict the reaction product. The product is: [CH2:16]([C:18]12[CH2:33][CH2:32][CH2:31][C:30]([CH3:35])=[C:29]1[C:28]1[CH:27]=[CH:26][C:25]3[NH:24][N:23]=[CH:22][C:21]=3[C:20]=1[CH2:19]2)[CH3:17].